Dataset: Full USPTO retrosynthesis dataset with 1.9M reactions from patents (1976-2016). Task: Predict the reactants needed to synthesize the given product. (1) Given the product [CH2:7]([N:2]1[CH:6]=[CH:5][CH:4]=[N:3]1)[CH2:8][C:9]1[CH:14]=[CH:13][CH:12]=[CH:11][CH:10]=1, predict the reactants needed to synthesize it. The reactants are: [Na].[NH:2]1[CH:6]=[CH:5][CH:4]=[N:3]1.[CH2:7](Br)[CH2:8][C:9]1[CH:14]=[CH:13][CH:12]=[CH:11][CH:10]=1. (2) Given the product [OH:30][CH:26]1[CH2:27][CH2:28][CH2:29][CH:25]1[NH:24][C:19](=[O:21])[C:18]1[CH:22]=[CH:23][C:15]([O:14][CH2:13][C:3]2[C:4]([C:7]3[CH:8]=[CH:9][CH:10]=[CH:11][CH:12]=3)=[N:5][O:6][C:2]=2[CH3:1])=[N:16][CH:17]=1, predict the reactants needed to synthesize it. The reactants are: [CH3:1][C:2]1[O:6][N:5]=[C:4]([C:7]2[CH:12]=[CH:11][CH:10]=[CH:9][CH:8]=2)[C:3]=1[CH2:13][O:14][C:15]1[CH:23]=[CH:22][C:18]([C:19]([OH:21])=O)=[CH:17][N:16]=1.[NH2:24][CH:25]1[CH2:29][CH2:28][CH2:27][CH:26]1[OH:30]. (3) Given the product [CH3:39][C:38]([CH3:41])([CH3:40])[C:37]([O:43][CH2:44][O:17][C:16](=[O:18])[C:15]1[CH:19]=[CH:20][CH:21]=[C:13]([CH2:12][CH:11]([NH:10][C:8](=[O:9])[CH2:7][CH2:6][N:1]2[CH:5]=[CH:4][N:3]=[CH:2]2)[B:24]2[O:32][CH:31]3[C:26]([CH3:36])([CH:27]4[CH2:33][CH:29]([CH2:30]3)[C:28]4([CH3:35])[CH3:34])[O:25]2)[C:14]=1[O:22][CH3:23])=[O:42], predict the reactants needed to synthesize it. The reactants are: [N:1]1([CH2:6][CH2:7][C:8]([NH:10][CH:11]([B:24]2[O:32][CH:31]3[C:26]([CH3:36])([CH:27]4[CH2:33][CH:29]([CH2:30]3)[C:28]4([CH3:35])[CH3:34])[O:25]2)[CH2:12][C:13]2[C:14]([O:22][CH3:23])=[C:15]([CH:19]=[CH:20][CH:21]=2)[C:16]([OH:18])=[O:17])=[O:9])[CH:5]=[CH:4][N:3]=[CH:2]1.[C:37]([O:43][CH2:44]Cl)(=[O:42])[C:38]([CH3:41])([CH3:40])[CH3:39].